Task: Regression. Given two drug SMILES strings and cell line genomic features, predict the synergy score measuring deviation from expected non-interaction effect.. Dataset: NCI-60 drug combinations with 297,098 pairs across 59 cell lines (1) Drug 1: CC1CCC2CC(C(=CC=CC=CC(CC(C(=O)C(C(C(=CC(C(=O)CC(OC(=O)C3CCCCN3C(=O)C(=O)C1(O2)O)C(C)CC4CCC(C(C4)OC)OCCO)C)C)O)OC)C)C)C)OC. Drug 2: CC12CCC3C(C1CCC2O)C(CC4=C3C=CC(=C4)O)CCCCCCCCCS(=O)CCCC(C(F)(F)F)(F)F. Cell line: HCT-15. Synergy scores: CSS=26.2, Synergy_ZIP=10.4, Synergy_Bliss=12.5, Synergy_Loewe=16.5, Synergy_HSA=12.8. (2) Drug 1: CC1C(C(CC(O1)OC2CC(CC3=C2C(=C4C(=C3O)C(=O)C5=C(C4=O)C(=CC=C5)OC)O)(C(=O)C)O)N)O.Cl. Drug 2: COC1=C2C(=CC3=C1OC=C3)C=CC(=O)O2. Cell line: OVCAR-5. Synergy scores: CSS=14.0, Synergy_ZIP=-4.00, Synergy_Bliss=-2.05, Synergy_Loewe=-20.4, Synergy_HSA=-4.09.